This data is from Full USPTO retrosynthesis dataset with 1.9M reactions from patents (1976-2016). The task is: Predict the reactants needed to synthesize the given product. (1) Given the product [C:23]([N:1]1[CH2:5][CH2:4][C@@H:3]([N:6]2[CH:10]=[C:9]([O:11][C:12]3[N:13]=[C:14]([OH:22])[C:15]4[CH:21]=[CH:20][N:19]=[CH:18][C:16]=4[N:17]=3)[CH:8]=[N:7]2)[CH2:2]1)(=[O:30])[C:24]1[CH:29]=[CH:28][CH:27]=[CH:26][CH:25]=1, predict the reactants needed to synthesize it. The reactants are: [NH:1]1[CH2:5][CH2:4][C@@H:3]([N:6]2[CH:10]=[C:9]([O:11][C:12]3[N:13]=[C:14]([OH:22])[C:15]4[CH:21]=[CH:20][N:19]=[CH:18][C:16]=4[N:17]=3)[CH:8]=[N:7]2)[CH2:2]1.[C:23](Cl)(=[O:30])[C:24]1[CH:29]=[CH:28][CH:27]=[CH:26][CH:25]=1. (2) Given the product [Cl:24][C:16]1[CH:15]=[C:14]([C:11]2[N:10]=[C:9]([C:3]3[CH:4]=[CH:5][C:6]([F:8])=[CH:7][C:2]=3[C:26]#[N:27])[O:13][N:12]=2)[CH:19]=[CH:18][C:17]=1[O:20][CH:21]([CH3:23])[CH3:22], predict the reactants needed to synthesize it. The reactants are: Br[C:2]1[CH:7]=[C:6]([F:8])[CH:5]=[CH:4][C:3]=1[C:9]1[O:13][N:12]=[C:11]([C:14]2[CH:19]=[CH:18][C:17]([O:20][CH:21]([CH3:23])[CH3:22])=[C:16]([Cl:24])[CH:15]=2)[N:10]=1.[Cu][C:26]#[N:27]. (3) Given the product [C:1]([O:4][C:5]1[C:10]([CH3:11])=[CH:9][C:8]([O:12][CH2:21][CH:22]2[O:23][CH2:24]2)=[C:7]([CH3:13])[CH:6]=1)(=[O:3])[CH3:2], predict the reactants needed to synthesize it. The reactants are: [C:1]([O:4][C:5]1[C:10]([CH3:11])=[CH:9][C:8]([OH:12])=[C:7]([CH3:13])[CH:6]=1)(=[O:3])[CH3:2].C(=O)([O-])[O-].[K+].[K+].Cl[CH2:21][CH:22]1[CH2:24][O:23]1.